Task: Predict the reactants needed to synthesize the given product.. Dataset: Full USPTO retrosynthesis dataset with 1.9M reactions from patents (1976-2016) (1) Given the product [CH:14]([CH:15]1[CH:17]([C:18]([O:20][CH2:21][C:22]2[C:23]([F:34])=[C:24]([F:33])[C:25]([CH2:30][O:31][CH3:32])=[C:26]([F:29])[C:27]=2[F:28])=[O:19])[C:16]1([CH3:36])[CH3:35])=[O:1], predict the reactants needed to synthesize it. The reactants are: [O:1]1CCCC1.O1CCOCC1.CC(C)=[CH:14][CH:15]1[CH:17]([C:18]([O:20][CH2:21][C:22]2[C:27]([F:28])=[C:26]([F:29])[C:25]([CH2:30][O:31][CH3:32])=[C:24]([F:33])[C:23]=2[F:34])=[O:19])[C:16]1([CH3:36])[CH3:35].I([O-])(=O)(=O)=O.[Na+]. (2) Given the product [CH3:37][O:36][C:35]1[CH:34]=[CH:33][C:9]([C:10]([NH:12][NH:13][C:14]([C:16]2[O:17][CH:18]=[C:19]([C:27]3[CH:28]=[CH:29][CH:30]=[CH:31][CH:32]=3)[C:20]=2[C:21]2[CH:26]=[CH:25][CH:24]=[CH:23][CH:22]=2)=[O:15])=[O:11])=[CH:8][C:7]=1[NH:6][S:2]([CH3:1])(=[O:4])=[O:3], predict the reactants needed to synthesize it. The reactants are: [CH3:1][S:2](Cl)(=[O:4])=[O:3].[NH2:6][C:7]1[CH:8]=[C:9]([CH:33]=[CH:34][C:35]=1[O:36][CH3:37])[C:10]([NH:12][NH:13][C:14]([C:16]1[O:17][CH:18]=[C:19]([C:27]2[CH:32]=[CH:31][CH:30]=[CH:29][CH:28]=2)[C:20]=1[C:21]1[CH:26]=[CH:25][CH:24]=[CH:23][CH:22]=1)=[O:15])=[O:11].C(N(CC)CC)C.O1CCOCC1. (3) Given the product [CH2:11]([O:10][C:8](=[O:9])[CH2:7][NH:1][CH2:2][CH2:3][CH2:4][OH:5])[CH3:12], predict the reactants needed to synthesize it. The reactants are: [NH2:1][CH2:2][CH2:3][CH2:4][OH:5].Br[CH2:7][C:8]([O:10][CH2:11][CH3:12])=[O:9]. (4) The reactants are: [N:1]([C@:4]12[C:12](=[O:13])[O:11][C@H:10]([CH3:14])[C@H:9]1[C@@H:8](/[CH:15]=[CH:16]/[C:17]1[CH:22]=[CH:21][C:20]([Br:23])=[CH:19][N:18]=1)[C@H:7]([CH3:24])[C:6]([F:26])([F:25])[CH2:5]2)=[N+]=[N-].P(C)(C)C.O. Given the product [NH2:1][C@:4]12[C:12](=[O:13])[O:11][C@H:10]([CH3:14])[C@H:9]1[C@@H:8](/[CH:15]=[CH:16]/[C:17]1[CH:22]=[CH:21][C:20]([Br:23])=[CH:19][N:18]=1)[C@H:7]([CH3:24])[C:6]([F:26])([F:25])[CH2:5]2, predict the reactants needed to synthesize it. (5) Given the product [F:27][C:2]([F:1])([F:26])[O:3][CH:4]1[CH2:5][N:6]([C:8]2[N:13]=[CH:12][N:11]=[C:10]([CH2:14][NH2:15])[CH:9]=2)[CH2:7]1, predict the reactants needed to synthesize it. The reactants are: [F:1][C:2]([F:27])([F:26])[O:3][CH:4]1[CH2:7][N:6]([C:8]2[N:13]=[CH:12][N:11]=[C:10]([CH2:14][N:15]3C(=O)C4C(=CC=CC=4)C3=O)[CH:9]=2)[CH2:5]1.O.NN. (6) The reactants are: [CH3:1][O:2][N:3]([CH3:16])[C:4](=[O:15])[C:5]1[CH:10]=[CH:9][C:8]([F:11])=[CH:7][C:6]=1[N+:12]([O-])=O. Given the product [CH3:1][O:2][N:3]([CH3:16])[C:4](=[O:15])[C:5]1[CH:10]=[CH:9][C:8]([F:11])=[CH:7][C:6]=1[NH2:12], predict the reactants needed to synthesize it. (7) Given the product [O:47]=[CH:48][C@@H:49]([C@H:51]([C@@H:53]([C@@H:55]([CH2:57][OH:58])[OH:56])[OH:54])[OH:52])[OH:50].[NH2:59][C@H:60]([C:66]([OH:68])=[O:67])[CH2:61][CH2:62][CH2:63][CH2:64][NH2:65], predict the reactants needed to synthesize it. The reactants are: OCC(CO)O.C[C@@H]1O[C@@H](O[C@H]2[C@H](O)[C@@H](O)[C@H](NC(N)=N)[C@@H](O)[C@@H]2NC(N)=N)[C@H](O[C@@H]2O[C@@H](CO)[C@H](O)[C@@H](O)[C@@H]2NC)[C@@]1(O)C=O.[OH:47][CH:48]1[O:56][C@H:55]([CH2:57][OH:58])[C@@H:53]([OH:54])[C@H:51]([OH:52])[C@H:49]1[OH:50].[NH2:59][C@H:60]([C:66]([OH:68])=[O:67])[CH2:61][CH2:62][CH2:63][CH2:64][NH2:65]. (8) Given the product [CH3:1][N:2]1[C:10]2[C:5](=[CH:6][CH:7]=[CH:8][CH:9]=2)[C:4]([C:11]2[O:12][C:13]([C:16]3[CH:25]=[CH:24][C:23]4[C:18](=[CH:19][CH:20]=[C:21]([O:26][CH2:27][C:28]5[NH:32][N:31]=[N:30][N:29]=5)[CH:22]=4)[CH:17]=3)=[CH:14][N:15]=2)=[CH:3]1, predict the reactants needed to synthesize it. The reactants are: [CH3:1][N:2]1[C:10]2[C:5](=[CH:6][CH:7]=[CH:8][CH:9]=2)[C:4]([C:11]2[O:12][C:13]([C:16]3[CH:17]=[C:18]4[C:23](=[CH:24][CH:25]=3)[CH:22]=[C:21]([O:26][CH2:27][C:28]#[N:29])[CH:20]=[CH:19]4)=[CH:14][N:15]=2)=[CH:3]1.[N-:30]=[N+:31]=[N-:32].[Na+].[Cl-].[NH4+].Cl. (9) The reactants are: [CH:1]1([CH2:6][OH:7])[CH2:5][CH:4]=[CH:3][CH2:2]1.[Cl:8][C:9]1[C:10](F)=[CH:11][C:12]([F:22])=[C:13]([CH:21]=1)[C:14]([O:16][C:17]([CH3:20])([CH3:19])[CH3:18])=[O:15].C(=O)([O-])[O-].[Cs+].[Cs+]. Given the product [Cl:8][C:9]1[C:10]([O:7][CH2:6][CH:1]2[CH2:5][CH:4]=[CH:3][CH2:2]2)=[CH:11][C:12]([F:22])=[C:13]([CH:21]=1)[C:14]([O:16][C:17]([CH3:18])([CH3:19])[CH3:20])=[O:15], predict the reactants needed to synthesize it.